This data is from Merck oncology drug combination screen with 23,052 pairs across 39 cell lines. The task is: Regression. Given two drug SMILES strings and cell line genomic features, predict the synergy score measuring deviation from expected non-interaction effect. (1) Drug 2: CNC(=O)c1cc(Oc2ccc(NC(=O)Nc3ccc(Cl)c(C(F)(F)F)c3)cc2)ccn1. Cell line: DLD1. Synergy scores: synergy=12.4. Drug 1: Cn1nnc2c(C(N)=O)ncn2c1=O. (2) Synergy scores: synergy=20.6. Drug 1: CCC1(O)CC2CN(CCc3c([nH]c4ccccc34)C(C(=O)OC)(c3cc4c(cc3OC)N(C)C3C(O)(C(=O)OC)C(OC(C)=O)C5(CC)C=CCN6CCC43C65)C2)C1. Cell line: EFM192B. Drug 2: CNC(=O)c1cc(Oc2ccc(NC(=O)Nc3ccc(Cl)c(C(F)(F)F)c3)cc2)ccn1. (3) Drug 1: COC12C(COC(N)=O)C3=C(C(=O)C(C)=C(N)C3=O)N1CC1NC12. Drug 2: O=C(CCCCCCC(=O)Nc1ccccc1)NO. Cell line: COLO320DM. Synergy scores: synergy=1.81. (4) Drug 1: COc1cc(C2c3cc4c(cc3C(OC3OC5COC(C)OC5C(O)C3O)C3COC(=O)C23)OCO4)cc(OC)c1O. Drug 2: COC1CC2CCC(C)C(O)(O2)C(=O)C(=O)N2CCCCC2C(=O)OC(C(C)CC2CCC(OP(C)(C)=O)C(OC)C2)CC(=O)C(C)C=C(C)C(O)C(OC)C(=O)C(C)CC(C)C=CC=CC=C1C. Cell line: COLO320DM. Synergy scores: synergy=11.7. (5) Drug 1: O=S1(=O)NC2(CN1CC(F)(F)F)C1CCC2Cc2cc(C=CCN3CCC(C(F)(F)F)CC3)ccc2C1. Drug 2: Cc1nc(Nc2ncc(C(=O)Nc3c(C)cccc3Cl)s2)cc(N2CCN(CCO)CC2)n1. Cell line: RKO. Synergy scores: synergy=6.02. (6) Drug 1: COC1=C2CC(C)CC(OC)C(O)C(C)C=C(C)C(OC(N)=O)C(OC)C=CC=C(C)C(=O)NC(=CC1=O)C2=O. Drug 2: CNC(=O)c1cc(Oc2ccc(NC(=O)Nc3ccc(Cl)c(C(F)(F)F)c3)cc2)ccn1. Cell line: DLD1. Synergy scores: synergy=13.5. (7) Drug 1: N.N.O=C(O)C1(C(=O)O)CCC1.[Pt]. Drug 2: CCc1cnn2c(NCc3ccc[n+]([O-])c3)cc(N3CCCCC3CCO)nc12. Cell line: SW837. Synergy scores: synergy=-15.4. (8) Drug 1: Cn1nnc2c(C(N)=O)ncn2c1=O. Drug 2: CNC(=O)c1cc(Oc2ccc(NC(=O)Nc3ccc(Cl)c(C(F)(F)F)c3)cc2)ccn1. Cell line: A2780. Synergy scores: synergy=4.70.